From a dataset of Full USPTO retrosynthesis dataset with 1.9M reactions from patents (1976-2016). Predict the reactants needed to synthesize the given product. (1) Given the product [CH2:1]([O:3][C:4](=[O:24])[C:5]1[CH:10]=[CH:9][C:8]([NH:11][C:12]2[N:16]=[CH:15][N:14]([C:17]3[CH:22]=[CH:21][N:20]=[C:19]([N:28]4[CH2:29][CH:30]([CH3:32])[N:31]([C:43](=[O:44])[CH3:42])[CH:26]([CH3:25])[CH2:27]4)[CH:18]=3)[N:13]=2)=[CH:7][CH:6]=1)[CH3:2], predict the reactants needed to synthesize it. The reactants are: [CH2:1]([O:3][C:4](=[O:24])[C:5]1[CH:10]=[CH:9][C:8]([NH:11][C:12]2[N:16]=[CH:15][N:14]([C:17]3[CH:22]=[CH:21][N:20]=[C:19](Cl)[CH:18]=3)[N:13]=2)=[CH:7][CH:6]=1)[CH3:2].[CH3:25][C@H:26]1[NH:31][C@@H:30]([CH3:32])[CH2:29][NH:28][CH2:27]1.CCN(C(C)C)C(C)C.[CH3:42][C:43](OCC1C2C(=CC=CC=2)C(COC(C)=O)=C2C=1C=CC=C2)=[O:44]. (2) Given the product [CH2:20]([NH:21][C:10]([C:6]1[CH:5]=[C:4]2[C:9](=[CH:8][CH:7]=1)[NH:1][CH:2]=[CH:3]2)=[O:12])[CH2:19][C:13]1[CH:18]=[CH:17][CH:16]=[CH:15][CH:14]=1, predict the reactants needed to synthesize it. The reactants are: [NH:1]1[C:9]2[C:4](=[CH:5][C:6]([C:10]([OH:12])=O)=[CH:7][CH:8]=2)[CH:3]=[CH:2]1.[C:13]1([CH2:19][CH2:20][NH2:21])[CH:18]=[CH:17][CH:16]=[CH:15][CH:14]=1.CCN=C=NCCCN(C)C.Cl. (3) Given the product [CH2:16]([O:17][C:18]1[CH:19]=[C:20]([C:24]([NH2:26])=[O:25])[CH:21]=[CH:22][CH:23]=1)[CH2:15][CH2:14][CH2:13][CH2:12][CH2:11][CH2:10][C:1]#[CH:2], predict the reactants needed to synthesize it. The reactants are: [CH2:1](N)[CH2:2]N.[C-]#[C-].[Li+].[Li+].Br[CH2:10][CH2:11][CH2:12][CH2:13][CH2:14][CH2:15][CH2:16][O:17][C:18]1[CH:19]=[C:20]([C:24]([NH2:26])=[O:25])[CH:21]=[CH:22][CH:23]=1. (4) The reactants are: [Br:1][C:2]1[CH:3]=[C:4]([C:17](F)=[CH:18][N:19]=1)[C:5]([C:7](=[CH:13][N:14]([CH3:16])C)[C:8]([O:10][CH2:11][CH3:12])=[O:9])=[O:6].[CH:21]1(N)[CH2:26][CH2:25]C[CH2:23][CH2:22]1.C(=O)([O-])[O-].[K+].[K+]. Given the product [Br:1][C:2]1[CH:3]=[C:4]2[C:17](=[CH:18][N:19]=1)[N:14]([CH:16]1[CH2:25][CH2:26][CH2:21][CH2:22][CH2:23]1)[CH:13]=[C:7]([C:8]([O:10][CH2:11][CH3:12])=[O:9])[C:5]2=[O:6], predict the reactants needed to synthesize it.